This data is from Forward reaction prediction with 1.9M reactions from USPTO patents (1976-2016). The task is: Predict the product of the given reaction. (1) Given the reactants C([O:5][C:6](=[O:33])[CH2:7][O:8][CH2:9][CH2:10][O:11][C:12]1[CH:13]=[CH:14][C:15]2[N:19]=[C:18]([C:20]3[CH:25]=[CH:24][CH:23]=[CH:22][CH:21]=3)[N:17]([C:26]3[CH:31]=[CH:30][CH:29]=[CH:28][CH:27]=3)[C:16]=2[CH:32]=1)(C)(C)C, predict the reaction product. The product is: [C:26]1([N:17]2[C:16]3[CH:32]=[C:12]([O:11][CH2:10][CH2:9][O:8][CH2:7][C:6]([OH:33])=[O:5])[CH:13]=[CH:14][C:15]=3[N:19]=[C:18]2[C:20]2[CH:21]=[CH:22][CH:23]=[CH:24][CH:25]=2)[CH:27]=[CH:28][CH:29]=[CH:30][CH:31]=1. (2) The product is: [F:1][C:2]1[CH:37]=[CH:36][C:5]([CH2:6][C@@H:7]([CH2:11][CH2:12][C@@H:13]([C:17](=[O:35])[NH:18][C@H:19]2[CH2:25][CH2:24][CH2:23][CH2:22][N:21]([C:26]3[CH:31]=[CH:30][CH:29]=[CH:28][C:27]=3[O:32][CH3:33])[C:20]2=[O:34])[CH2:14][CH2:15][CH3:16])[C:8]([NH:38][C@H:39]2[CH2:45][CH2:44][S:43][C@H:42]3[CH2:46][CH2:47][CH2:48][C@@H:49]([C:50]([O:52][CH3:53])=[O:51])[N:41]3[C:40]2=[O:54])=[O:9])=[CH:4][CH:3]=1. Given the reactants [F:1][C:2]1[CH:37]=[CH:36][C:5]([CH2:6][C@@H:7]([CH2:11][CH2:12][C@@H:13]([C:17](=[O:35])[NH:18][C@H:19]2[CH2:25][CH2:24][CH2:23][CH2:22][N:21]([C:26]3[CH:31]=[CH:30][CH:29]=[CH:28][C:27]=3[O:32][CH3:33])[C:20]2=[O:34])[CH2:14][CH2:15][CH3:16])[C:8](O)=[O:9])=[CH:4][CH:3]=1.[NH2:38][C@H:39]1[CH2:45][CH2:44][S:43][C@H:42]2[CH2:46][CH2:47][CH2:48][C@@H:49]([C:50]([O:52][CH3:53])=[O:51])[N:41]2[C:40]1=[O:54], predict the reaction product.